From a dataset of Full USPTO retrosynthesis dataset with 1.9M reactions from patents (1976-2016). Predict the reactants needed to synthesize the given product. Given the product [C:1]1([CH:7]([CH:12]=[CH2:13])[CH2:8][CH2:9][OH:10])[CH:6]=[CH:5][CH:4]=[CH:3][CH:2]=1, predict the reactants needed to synthesize it. The reactants are: [C:1]1([CH:7]([CH:12]=[CH2:13])[CH2:8][C:9](O)=[O:10])[CH:6]=[CH:5][CH:4]=[CH:3][CH:2]=1.[H-].[Al+3].[Li+].[H-].[H-].[H-].O.[OH-].[Na+].